From a dataset of Forward reaction prediction with 1.9M reactions from USPTO patents (1976-2016). Predict the product of the given reaction. (1) Given the reactants [N+:1]([C:4]1[CH:12]=[CH:11][CH:10]=[C:9]2[C:5]=1[CH:6]=[N:7][NH:8]2)([O-:3])=[O:2].[OH-].[Na+].[O-][Cl:16].[Na+], predict the reaction product. The product is: [Cl:16][C:6]1[C:5]2[C:9](=[CH:10][CH:11]=[CH:12][C:4]=2[N+:1]([O-:3])=[O:2])[NH:8][N:7]=1. (2) Given the reactants [OH:1][C:2]1[C:9]([CH:10]([OH:13])[CH2:11][CH3:12])=[C:8]([OH:14])[CH:7]=[C:6]([CH3:15])[C:3]=1[CH:4]=[O:5].O[C:17]1[C:24]([CH:25](O)[CH2:26][CH2:27][CH2:28][CH3:29])=C(O)C=C(C)[C:18]=1[CH:19]=O.OC1C(C(O)CCCCCC)=C(O)C=C(C)C=1C=O.OC1C(C(O)CCCCCCCC)=C(O)C=C(C)C=1C=O.OC1C(C(O)CCCCCCCCC)=C(O)C=C(C)C=1C=O, predict the reaction product. The product is: [OH:1][C:2]1[C:9]([CH:10]([OH:13])[CH2:11][CH2:12][CH2:19][CH2:18][CH2:17][CH2:24][CH2:25][CH2:26][CH2:27][CH2:28][CH3:29])=[C:8]([OH:14])[CH:7]=[C:6]([CH3:15])[C:3]=1[CH:4]=[O:5]. (3) Given the reactants [CH3:1][O:2][C:3]1[N:8]=[C:7]2[C:9]([C:13]3[N:36](S(C4C=CC(C)=CC=4)(=O)=O)[C:16]4=[N:17][CH:18]=[CH:19][C:20]([CH2:21][NH:22][CH2:23][C:24]5[CH:29]=[CH:28][C:27]([N:30]6[CH2:35][CH2:34][O:33][CH2:32][CH2:31]6)=[CH:26][CH:25]=5)=[C:15]4[CH:14]=3)=[CH:10][N:11]([CH3:12])[C:6]2=[CH:5][C:4]=1[O:47][CH3:48].[OH-].[K+], predict the reaction product. The product is: [CH3:1][O:2][C:3]1[N:8]=[C:7]2[C:9]([C:13]3[NH:36][C:16]4=[N:17][CH:18]=[CH:19][C:20]([CH2:21][NH:22][CH2:23][C:24]5[CH:25]=[CH:26][C:27]([N:30]6[CH2:31][CH2:32][O:33][CH2:34][CH2:35]6)=[CH:28][CH:29]=5)=[C:15]4[CH:14]=3)=[CH:10][N:11]([CH3:12])[C:6]2=[CH:5][C:4]=1[O:47][CH3:48].